Dataset: Catalyst prediction with 721,799 reactions and 888 catalyst types from USPTO. Task: Predict which catalyst facilitates the given reaction. (1) Reactant: [CH3:1][O:2][C:3]1[CH:22]=[CH:21][C:6]([CH2:7][N:8]2[C:12]3[N:13]=[CH:14][C:15]4[CH2:16][NH:17][CH2:18][CH2:19][C:20]=4[C:11]=3[CH:10]=[N:9]2)=[CH:5][CH:4]=1.[CH3:23]CN(CC)CC.[CH3:30][O:31][C:32]1[CH:33]=[C:34]([CH:37]=[CH:38][CH:39]=1)C=O.C(O[BH-](OC(=O)C)OC(=O)C)(=O)C.C[N+](C)(C)C.[OH-].[Na+]. Product: [CH3:1][O:2][C:3]1[CH:4]=[CH:5][C:6]([CH2:7][N:8]2[C:12]3[N:13]=[CH:14][C:15]4[CH2:16][N:17]([CH2:23][C:37]5[CH:38]=[CH:39][C:32]([O:31][CH3:30])=[CH:33][CH:34]=5)[CH2:18][CH2:19][C:20]=4[C:11]=3[CH:10]=[N:9]2)=[CH:21][CH:22]=1. The catalyst class is: 68. (2) Reactant: [Cl:1][C:2]1[CH:25]=[C:24]([O:26][CH2:27][CH:28]=[C:29]([Cl:31])[Cl:30])[CH:23]=[C:22]([Cl:32])[C:3]=1[O:4][CH2:5][CH2:6][CH2:7][O:8][C:9]1[CH:14]=[CH:13][C:12]([C:15]([C:17]2[CH:21]=[CH:20][O:19][N:18]=2)=O)=[CH:11][CH:10]=1.Cl.[CH2:34]([O:36][NH2:37])[CH3:35]. Product: [CH2:34]([O:36][N:37]=[C:15]([C:12]1[CH:13]=[CH:14][C:9]([O:8][CH2:7][CH2:6][CH2:5][O:4][C:3]2[C:2]([Cl:1])=[CH:25][C:24]([O:26][CH2:27][CH:28]=[C:29]([Cl:31])[Cl:30])=[CH:23][C:22]=2[Cl:32])=[CH:10][CH:11]=1)[C:17]1[CH:21]=[CH:20][O:19][N:18]=1)[CH3:35]. The catalyst class is: 17. (3) Reactant: [Br:1]Br.[F:3][C:4]1[CH:9]=[CH:8][C:7]([NH2:10])=[CH:6][N:5]=1.C([O-])(=O)C.[Na+]. Product: [Br:1][C:6]1[C:7]([NH2:10])=[CH:8][CH:9]=[C:4]([F:3])[N:5]=1. The catalyst class is: 15. (4) Reactant: [CH3:1][C:2]1[N:6]([CH2:7][C:8]([O:10]CC)=[O:9])[C:5]2[S:13][CH:14]=[CH:15][C:4]=2[C:3]=1[CH2:16][C:17]1[CH:22]=[CH:21][CH:20]=[CH:19][C:18]=1[S:23]([N:26]1[CH2:31][CH2:30][O:29][CH2:28][CH2:27]1)(=[O:25])=[O:24].[OH-].[Na+].Cl. Product: [CH3:1][C:2]1[N:6]([CH2:7][C:8]([OH:10])=[O:9])[C:5]2[S:13][CH:14]=[CH:15][C:4]=2[C:3]=1[CH2:16][C:17]1[CH:22]=[CH:21][CH:20]=[CH:19][C:18]=1[S:23]([N:26]1[CH2:31][CH2:30][O:29][CH2:28][CH2:27]1)(=[O:25])=[O:24]. The catalyst class is: 1. (5) Reactant: C1(P(C2C=CC=CC=2)C2C=CC=CC=2)C=CC=CC=1.[OH:20][C:21]1[CH:22]=[C:23]([CH3:28])[CH:24]=[C:25]([OH:27])[CH:26]=1.[C:29]([C:31]1[CH:36]=[CH:35][C:34]([CH2:37][CH2:38]O)=[CH:33][CH:32]=1)#[N:30].CCOC(/N=N/C(OCC)=O)=O. Product: [C:29]([C:31]1[CH:36]=[CH:35][C:34]([CH2:37][CH2:38][O:20][C:21]2[CH:26]=[C:25]([OH:27])[CH:24]=[C:23]([CH3:28])[CH:22]=2)=[CH:33][CH:32]=1)#[N:30]. The catalyst class is: 1.